Predict the product of the given reaction. From a dataset of Forward reaction prediction with 1.9M reactions from USPTO patents (1976-2016). Given the reactants [C:1]([O:5][C:6]([N:8]1[C@H:13]([C:14]([OH:16])=[O:15])[CH2:12][C@@H:11]2[C@H:9]1[CH2:10]2)=[O:7])([CH3:4])([CH3:3])[CH3:2].C([O-])([O-])=O.[Cs+].[Cs+].[CH2:23](Br)[CH:24]=[CH2:25], predict the reaction product. The product is: [C:1]([O:5][C:6]([N:8]1[C@H:13]([C:14]([O:16][CH2:25][CH:24]=[CH2:23])=[O:15])[CH2:12][C@@H:11]2[C@H:9]1[CH2:10]2)=[O:7])([CH3:4])([CH3:2])[CH3:3].